Task: Predict the product of the given reaction.. Dataset: Forward reaction prediction with 1.9M reactions from USPTO patents (1976-2016) (1) The product is: [N:31]1[CH:36]=[CH:35][C:34]([C:2]2[S:6][C:5]([C:7]3[CH:8]=[CH:9][C:10]4[CH2:17][CH:16]5[C:18]6([CH2:22][N:21]([CH2:23][C:24]([F:27])([F:26])[F:25])[S:20](=[O:29])(=[O:28])[NH:19]6)[CH:13]([CH2:14][CH2:15]5)[CH2:12][C:11]=4[CH:30]=3)=[N:4][CH:3]=2)=[CH:33][CH:32]=1. Given the reactants Br[C:2]1[S:6][C:5]([C:7]2[CH:8]=[CH:9][C:10]3[CH2:17][CH:16]4[C:18]5([CH2:22][N:21]([CH2:23][C:24]([F:27])([F:26])[F:25])[S:20](=[O:29])(=[O:28])[NH:19]5)[CH:13]([CH2:14][CH2:15]4)[CH2:12][C:11]=3[CH:30]=2)=[N:4][CH:3]=1.[N:31]1[CH:36]=[CH:35][C:34](B(O)O)=[CH:33][CH:32]=1, predict the reaction product. (2) Given the reactants Br[C:2]1[CH:3]=[C:4]([C:8]2([C:18]3[CH:23]=[CH:22][N:21]=[C:20]([CH:24]([CH3:26])[CH3:25])[CH:19]=3)[C:16]3[C:11](=[CH:12][CH:13]=[CH:14][CH:15]=3)[C:10]([NH2:17])=[N:9]2)[CH:5]=[CH:6][CH:7]=1.[N:27]1[CH:32]=[C:31](B(O)O)[CH:30]=[N:29][CH:28]=1, predict the reaction product. The product is: [CH:24]([C:20]1[CH:19]=[C:18]([C:8]2([C:4]3[CH:5]=[CH:6][CH:7]=[C:2]([C:31]4[CH:32]=[N:27][CH:28]=[N:29][CH:30]=4)[CH:3]=3)[C:16]3[C:11](=[CH:12][CH:13]=[CH:14][CH:15]=3)[C:10]([NH2:17])=[N:9]2)[CH:23]=[CH:22][N:21]=1)([CH3:25])[CH3:26].